From a dataset of Full USPTO retrosynthesis dataset with 1.9M reactions from patents (1976-2016). Predict the reactants needed to synthesize the given product. (1) Given the product [CH2:1]([O:3][C:4](=[O:19])[CH2:5][C:6]1[C:11](=[O:12])[N:10]2[N:13]=[C:14]([CH:16]3[CH2:17][CH2:18]3)[CH:15]=[C:9]2[N:8]([CH3:22])[CH:7]=1)[CH3:2], predict the reactants needed to synthesize it. The reactants are: [CH2:1]([O:3][C:4](=[O:19])[CH2:5][C:6]1[C:11](=[O:12])[N:10]2[N:13]=[C:14]([CH:16]3[CH2:18][CH2:17]3)[CH:15]=[C:9]2[NH:8][CH:7]=1)[CH3:2].[H-].[Na+].[CH3:22]I. (2) Given the product [CH3:8][C:2]([C:9]1[CH:10]=[N:11][CH:12]=[CH:13][CH:14]=1)([CH3:1])[C:3]([OH:5])=[O:4], predict the reactants needed to synthesize it. The reactants are: [CH3:1][C:2]([C:9]1[CH:10]=[N:11][CH:12]=[CH:13][CH:14]=1)([CH3:8])[C:3]([O:5]CC)=[O:4].[Li+].[OH-].O.Cl. (3) Given the product [NH:4]1[C:5]([C:6]2[CH:11]=[CH:10][C:9]([NH:12][C:13]([C@H:15]3[C@H:19]([C:20]4[CH:25]=[CH:24][CH:23]=[C:22]([Cl:26])[C:21]=4[F:27])[C@:18]([C:30]4[CH:35]=[CH:34][C:33]([Cl:36])=[CH:32][C:31]=4[F:37])([C:28]#[N:29])[C@H:17]([CH2:38][C:39]([CH3:42])([CH3:41])[CH3:40])[NH:16]3)=[O:14])=[CH:8][CH:7]=2)=[N:1][N:2]=[N:3]1, predict the reactants needed to synthesize it. The reactants are: [NH:1]1[C:5]([C:6]2[CH:11]=[CH:10][C:9]([NH:12][C:13]([CH:15]3[CH:19]([C:20]4[CH:25]=[CH:24][CH:23]=[C:22]([Cl:26])[C:21]=4[F:27])[C:18]([C:30]4[CH:35]=[CH:34][C:33]([Cl:36])=[CH:32][C:31]=4[F:37])([C:28]#[N:29])[CH:17]([CH2:38][C:39]([CH3:42])([CH3:41])[CH3:40])[NH:16]3)=[O:14])=[CH:8][CH:7]=2)=[N:4][N:3]=[N:2]1. (4) The reactants are: C[O:2][C:3]1[CH:4]=[CH:5][C:6]2[C:10]([O:11][C:12]3[CH:17]=[CH:16][C:15](/[CH:18]=[C:19](\[CH3:25])/[C:20]([O:22]CC)=[O:21])=[CH:14][CH:13]=3)=[C:9]([C:26]3[CH:31]=[CH:30][C:29]([O:32]C)=[CH:28][CH:27]=3)[S:8][C:7]=2[CH:34]=1.B(Br)(Br)Br. Given the product [OH:2][C:3]1[CH:4]=[CH:5][C:6]2[C:10]([O:11][C:12]3[CH:13]=[CH:14][C:15](/[CH:18]=[C:19](\[CH3:25])/[C:20]([OH:22])=[O:21])=[CH:16][CH:17]=3)=[C:9]([C:26]3[CH:27]=[CH:28][C:29]([OH:32])=[CH:30][CH:31]=3)[S:8][C:7]=2[CH:34]=1, predict the reactants needed to synthesize it. (5) Given the product [CH:15]([C:14]1[C:13]([O:20][CH3:21])=[C:12]([CH:19]=[CH:18][CH:17]=1)[O:11][C:2]1[N:9]=[C:8]([CH3:10])[CH:7]=[CH:6][C:3]=1[C:4]#[N:5])=[O:16], predict the reactants needed to synthesize it. The reactants are: Cl[C:2]1[N:9]=[C:8]([CH3:10])[CH:7]=[CH:6][C:3]=1[C:4]#[N:5].[OH:11][C:12]1[C:13]([O:20][CH3:21])=[C:14]([CH:17]=[CH:18][CH:19]=1)[CH:15]=[O:16].[F-].[K+].[OH-].[Na+]. (6) The reactants are: [CH3:1][O:2][C:3](=[O:27])[CH2:4][O:5][C:6]1[CH:15]=[CH:14][C:13]([F:16])=[C:12]2[C:7]=1[C:8]([CH3:26])=[C:9]([CH2:18][C:19]1[CH:24]=[CH:23][C:22]([F:25])=[CH:21][CH:20]=1)[C:10](=[O:17])[NH:11]2.CN(C)C=O.C(=O)([O-])[O-].[K+].[K+].Cl[C:40](OC(=O)C)([F:42])[F:41]. Given the product [CH3:1][O:2][C:3](=[O:27])[CH2:4][O:5][C:6]1[CH:15]=[CH:14][C:13]([F:16])=[C:12]2[C:7]=1[C:8]([CH3:26])=[C:9]([CH2:18][C:19]1[CH:20]=[CH:21][C:22]([F:25])=[CH:23][CH:24]=1)[C:10]([O:17][CH:40]([F:42])[F:41])=[N:11]2, predict the reactants needed to synthesize it. (7) Given the product [Cl:1][C:2]1[CH:3]=[CH:4][C:5]([N+:9]([O-:11])=[O:10])=[C:6]([O:8][CH3:12])[CH:7]=1, predict the reactants needed to synthesize it. The reactants are: [Cl:1][C:2]1[CH:3]=[CH:4][C:5]([N+:9]([O-:11])=[O:10])=[C:6]([OH:8])[CH:7]=1.[C:12]([O-])([O-])=O.[K+].[K+].IC. (8) Given the product [CH:20]1([CH2:19][C@H:4]([CH2:5][C:6]([NH:8][CH2:9][CH2:10][NH:11][C:12]2[CH:17]=[CH:16][C:15]([F:18])=[CH:14][CH:13]=2)=[O:7])[C:3]([OH:26])=[O:2])[CH2:25][CH2:24][CH2:23][CH2:22][CH2:21]1, predict the reactants needed to synthesize it. The reactants are: C[O:2][C:3](=[O:26])[C@H:4]([CH2:19][CH:20]1[CH2:25][CH2:24][CH2:23][CH2:22][CH2:21]1)[CH2:5][C:6]([NH:8][CH2:9][CH2:10][NH:11][C:12]1[CH:17]=[CH:16][C:15]([F:18])=[CH:14][CH:13]=1)=[O:7].[OH-].[Li+].